From a dataset of Catalyst prediction with 721,799 reactions and 888 catalyst types from USPTO. Predict which catalyst facilitates the given reaction. (1) Reactant: [CH3:1][O:2][CH2:3]/[CH:4]=[CH:5]/[C:6]1[C:16]2[O:15][CH2:14][CH2:13][N:12]([C:17]([O:19][C:20]([CH3:23])([CH3:22])[CH3:21])=[O:18])[CH2:11][C:10]=2[CH:9]=[CH:8][CH:7]=1. Product: [CH3:1][O:2][CH2:3][CH2:4][CH2:5][C:6]1[C:16]2[O:15][CH2:14][CH2:13][N:12]([C:17]([O:19][C:20]([CH3:23])([CH3:22])[CH3:21])=[O:18])[CH2:11][C:10]=2[CH:9]=[CH:8][CH:7]=1. The catalyst class is: 43. (2) Reactant: C([N:8]([CH2:22][C:23]([C:26]1[CH:31]=[C:30]([F:32])[CH:29]=[C:28]([F:33])[CH:27]=1)=[N:24]O)[C@@H:9]([CH2:14][CH:15]1[CH2:21][CH2:20][CH2:19][CH2:18][CH2:17][CH2:16]1)[C:10](OC)=[O:11])C1C=CC=CC=1.[H][H]. Product: [CH:15]1([CH2:14][C@@H:9]2[NH:8][CH2:22][CH:23]([C:26]3[CH:31]=[C:30]([F:32])[CH:29]=[C:28]([F:33])[CH:27]=3)[NH:24][C:10]2=[O:11])[CH2:21][CH2:20][CH2:19][CH2:18][CH2:17][CH2:16]1. The catalyst class is: 43.